Predict the reactants needed to synthesize the given product. From a dataset of Full USPTO retrosynthesis dataset with 1.9M reactions from patents (1976-2016). (1) Given the product [Cl:1][C:2]1[CH:3]=[C:4]([N:10]2[C:14]([CH3:15])=[C:13]([CH2:16][C:17]3[CH:18]=[C:19]([CH:24]=[CH:25][CH:26]=3)[C:20]([OH:22])=[O:21])[C:12]([CH3:27])=[N:11]2)[CH:5]=[CH:6][C:7]=1[C:8]#[N:9], predict the reactants needed to synthesize it. The reactants are: [Cl:1][C:2]1[CH:3]=[C:4]([N:10]2[C:14]([CH3:15])=[C:13]([CH2:16][C:17]3[CH:18]=[C:19]([CH:24]=[CH:25][CH:26]=3)[C:20]([O:22]C)=[O:21])[C:12]([CH3:27])=[N:11]2)[CH:5]=[CH:6][C:7]=1[C:8]#[N:9].Cl. (2) The reactants are: [CH2:1]([C:3]1([N:14]2[CH:18]=[C:17]([C:19]3[N:24]4[CH:25]=[CH:26][N:27]=[C:23]4[CH:22]=[C:21]([C:28]4[CH:29]=[N:30][N:31]([CH3:33])[CH:32]=4)[N:20]=3)[CH:16]=[N:15]2)[CH2:6][N:5](C(OC(C)(C)C)=O)[CH2:4]1)[CH3:2].[ClH:34].O1CCOCC1. Given the product [ClH:34].[ClH:34].[ClH:34].[CH2:1]([C:3]1([N:14]2[CH:18]=[C:17]([C:19]3[N:24]4[CH:25]=[CH:26][N:27]=[C:23]4[CH:22]=[C:21]([C:28]4[CH:29]=[N:30][N:31]([CH3:33])[CH:32]=4)[N:20]=3)[CH:16]=[N:15]2)[CH2:6][NH:5][CH2:4]1)[CH3:2], predict the reactants needed to synthesize it. (3) Given the product [NH2:27][C:19]([C:18]1[CH:17]=[C:16]([CH2:15][CH2:14][CH:11]2[CH2:12][CH2:13][N:8]([C:6]([O:5][C:1]([CH3:4])([CH3:3])[CH3:2])=[O:7])[CH2:9][CH2:10]2)[CH:24]=[CH:23][CH:22]=1)=[O:20], predict the reactants needed to synthesize it. The reactants are: [C:1]([O:5][C:6]([N:8]1[CH2:13][CH2:12][CH:11]([CH2:14][CH2:15][C:16]2[CH:17]=[C:18]([CH:22]=[CH:23][CH:24]=2)[C:19](O)=[O:20])[CH2:10][CH2:9]1)=[O:7])([CH3:4])([CH3:3])[CH3:2].Cl.C[N:27](C)CCCN=C=NCC.ON1C2C=CC=CC=2N=N1.[Cl-].[NH4+].C(=O)([O-])O.[Na+]. (4) Given the product [OH:1][C@H:2]([C@@H:29]([NH:37][C:38](=[O:58])[C@@H:39]([NH:43][C:44](=[O:57])[C@@H:45]([NH:50][C:51](=[O:56])[CH2:52][CH:53]([CH3:55])[CH3:54])[CH2:46][CH:47]([CH3:48])[CH3:49])[CH:40]([CH3:42])[CH3:41])[CH2:30][C:31]1[CH:36]=[CH:35][CH:34]=[CH:33][CH:32]=1)[CH2:3][C:4]([NH:6][C@@H:7]([C@@H:25]([CH3:28])[CH2:26][CH3:27])[C:8]([NH:10][C@@H:11]([CH:22]([CH3:24])[CH3:23])[C:12]([OH:14])=[O:13])=[O:9])=[O:5], predict the reactants needed to synthesize it. The reactants are: [OH:1][C@H:2]([C@@H:29]([NH:37][C:38](=[O:58])[C@@H:39]([NH:43][C:44](=[O:57])[C@@H:45]([NH:50][C:51](=[O:56])[CH2:52][CH:53]([CH3:55])[CH3:54])[CH2:46][CH:47]([CH3:49])[CH3:48])[CH:40]([CH3:42])[CH3:41])[CH2:30][C:31]1[CH:36]=[CH:35][CH:34]=[CH:33][CH:32]=1)[CH2:3][C:4]([NH:6][C@@H:7]([C@@H:25]([CH3:28])[CH2:26][CH3:27])[C:8]([NH:10][C@@H:11]([CH:22]([CH3:24])[CH3:23])[C:12]([O:14]CC1C=CC=CC=1)=[O:13])=[O:9])=[O:5].CC(OC)(C)C. (5) Given the product [Cl:39][C:33]1[C:34]([Cl:38])=[CH:35][CH:36]=[CH:37][C:32]=1[CH2:31][N:13]1[C:9]2[CH:8]=[C:7]([N:1]3[CH2:6][CH2:5][O:4][CH2:3][CH2:2]3)[CH:19]=[C:18]([C:20]([O:22][CH3:23])=[O:21])[C:10]=2[N:11]=[C:12]1[C:14]([F:17])([F:15])[F:16], predict the reactants needed to synthesize it. The reactants are: [N:1]1([C:7]2[CH:19]=[C:18]([C:20]([O:22][CH3:23])=[O:21])[C:10]3[NH:11][C:12]([C:14]([F:17])([F:16])[F:15])=[N:13][C:9]=3[CH:8]=2)[CH2:6][CH2:5][O:4][CH2:3][CH2:2]1.C(=O)([O-])[O-].[K+].[K+].Br[CH2:31][C:32]1[CH:37]=[CH:36][CH:35]=[C:34]([Cl:38])[C:33]=1[Cl:39]. (6) Given the product [Cl:1][C:2]1[CH:10]=[C:9]2[C:5]([CH:6]=[C:7]([CH2:12][CH2:13][N:21]([CH2:19][CH3:20])[C:45](=[O:46])[O:44][C:41]([CH3:43])([CH3:42])[CH3:40])[N:8]2[CH3:11])=[CH:4][C:3]=1[C:16]#[N:17], predict the reactants needed to synthesize it. The reactants are: [Cl:1][C:2]1[CH:10]=[C:9]2[C:5]([CH:6]=[C:7]([CH:12]=[CH:13]OC)[N:8]2[CH3:11])=[CH:4][C:3]=1[C:16]#[N:17].Cl.[CH2:19]([NH2:21])[CH3:20].CC(O)=O.[BH-](OC(C)=O)(OC(C)=O)OC(C)=O.[Na+].[CH3:40][C:41]([O:44][C:45](O[C:45]([O:44][C:41]([CH3:43])([CH3:42])[CH3:40])=[O:46])=[O:46])([CH3:43])[CH3:42]. (7) The reactants are: [Cl:1][C:2]1[C:11]([N+:12]([O-])=O)=[C:10]2[C:5]([C:6]([O:15][CH3:16])=[CH:7][CH:8]=[N:9]2)=[CH:4][CH:3]=1. Given the product [Cl:1][C:2]1[C:11]([NH2:12])=[C:10]2[C:5]([C:6]([O:15][CH3:16])=[CH:7][CH:8]=[N:9]2)=[CH:4][CH:3]=1, predict the reactants needed to synthesize it. (8) Given the product [O:1]=[C:2]1[CH2:7][CH2:6][CH2:5][CH2:4][N:3]1[C:8]1[CH:9]=[C:10]([CH:15]=[CH:16][CH:17]=1)[C:11]([OH:13])=[O:12], predict the reactants needed to synthesize it. The reactants are: [O:1]=[C:2]1[CH2:7][CH2:6][CH2:5][CH2:4][N:3]1[C:8]1[CH:9]=[C:10]([CH:15]=[CH:16][CH:17]=1)[C:11]([O:13]C)=[O:12].O.O.[OH-].[Li+].C(O)(=O)CC(CC(O)=O)(C(O)=O)O.